Dataset: Full USPTO retrosynthesis dataset with 1.9M reactions from patents (1976-2016). Task: Predict the reactants needed to synthesize the given product. (1) Given the product [CH3:4][O:5][C:6]1[CH:7]=[CH:8][C:9]([C:12]2[N:13]=[C:14]([CH2:17][CH2:18][CH2:19][CH2:20][CH2:21][CH2:22][C:23]([OH:26])=[O:24])[S:15][CH:16]=2)=[CH:10][CH:11]=1, predict the reactants needed to synthesize it. The reactants are: Cl[O-].[Na+].[CH3:4][O:5][C:6]1[CH:11]=[CH:10][C:9]([C:12]2[N:13]=[C:14]([CH2:17][CH2:18][CH2:19][CH2:20][CH2:21][CH2:22][CH:23]=[O:24])[S:15][CH:16]=2)=[CH:8][CH:7]=1.P([O-])(O)(O)=[O:26].[K+]. (2) The reactants are: C(N(CC)CC)C.[F:8][C:9]1[C:14]([F:15])=[CH:13][CH:12]=[CH:11][C:10]=1[C@H:16]1[CH2:22][N:21]2[C:23]([CH2:26][C:27]([F:30])([F:29])[F:28])=[CH:24][N:25]=[C:20]2[C@H:19]([NH2:31])[CH2:18][CH2:17]1.Cl[C:33](OC1C=CC([N+]([O-])=O)=CC=1)=[O:34].[NH:45]1[CH2:50][CH2:49][CH:48]([C:51]2[C:52](=[O:57])[NH:53][CH:54]=[CH:55][CH:56]=2)[CH2:47][CH2:46]1.C(=O)([O-])[O-].[Na+].[Na+]. Given the product [F:8][C:9]1[C:14]([F:15])=[CH:13][CH:12]=[CH:11][C:10]=1[C@H:16]1[CH2:22][N:21]2[C:23]([CH2:26][C:27]([F:30])([F:28])[F:29])=[CH:24][N:25]=[C:20]2[C@H:19]([NH:31][C:33]([N:45]2[CH2:50][CH2:49][CH:48]([C:51]3[C:52](=[O:57])[NH:53][CH:54]=[CH:55][CH:56]=3)[CH2:47][CH2:46]2)=[O:34])[CH2:18][CH2:17]1, predict the reactants needed to synthesize it. (3) Given the product [CH3:1][O:2][C:3]1[C:8]([CH2:9][N:10]2[CH2:15][CH2:14][CH:13]([CH2:16][CH2:17][C:18]3[CH:23]=[CH:22][CH:21]=[CH:20][N:19]=3)[CH2:12][CH2:11]2)=[CH:7][CH:6]=[CH:5][N:4]=1, predict the reactants needed to synthesize it. The reactants are: [CH3:1][O:2][C:3]1[C:8]([CH2:9][N:10]2[CH2:15][CH2:14][CH:13](/[CH:16]=[CH:17]/[C:18]3[CH:23]=[CH:22][CH:21]=[CH:20][N:19]=3)[CH2:12][CH2:11]2)=[CH:7][CH:6]=[CH:5][N:4]=1.[H][H]. (4) Given the product [S:10]1[C:6]2[CH:5]=[CH:4][CH:3]=[CH:2][C:7]=2[N:8]=[C:9]1[C:11]1[CH:12]=[C:13]([CH:31]=[CH:32][CH:33]=1)[C:14]([NH:16][CH2:17][CH2:18][CH:19]1[CH2:20][CH2:21][N:22]([C:25]2[CH:26]=[CH:27][N:28]=[CH:29][CH:30]=2)[CH2:23][CH2:24]1)=[O:15], predict the reactants needed to synthesize it. The reactants are: Cl[C:2]1[C:7]2[N:8]=[C:9]([C:11]3[CH:12]=[C:13]([CH:31]=[CH:32][CH:33]=3)[C:14]([NH:16][CH2:17][CH2:18][CH:19]3[CH2:24][CH2:23][N:22]([C:25]4[CH:30]=[CH:29][N:28]=[CH:27][CH:26]=4)[CH2:21][CH2:20]3)=[O:15])[S:10][C:6]=2[CH:5]=[CH:4][CH:3]=1.FC(F)(F)C(O)=O.N1(C2C=CN=CC=2)CCC(CCN)CC1.S1C2C=CC=CC=2N=C1C1C=C(C=CC=1)C(O)=O.ClC1C2N=C(C3C=C(B(O)O)C=CC=3)SC=2C=CC=1.NC1C=CC=CC=1S.C(C1C=C(C=CC=1)C(OC)=O)=O. (5) Given the product [CH3:19][S:20]([O:18][CH:16]1[CH2:15][N:14]([C:12]([N:8]2[CH2:9][CH2:10][CH2:11][N:5]([CH:1]3[CH2:4][CH2:3][CH2:2]3)[CH2:6][CH2:7]2)=[O:13])[CH2:17]1)(=[O:22])=[O:21], predict the reactants needed to synthesize it. The reactants are: [CH:1]1([N:5]2[CH2:11][CH2:10][CH2:9][N:8]([C:12]([N:14]3[CH2:17][CH:16]([OH:18])[CH2:15]3)=[O:13])[CH2:7][CH2:6]2)[CH2:4][CH2:3][CH2:2]1.[CH3:19][S:20](Cl)(=[O:22])=[O:21]. (6) Given the product [OH:2][NH:1][S:15]([C:13]1[S:14][C:10]([C:8]([NH:7][CH:5]([CH3:6])[CH3:4])=[O:9])=[CH:11][CH:12]=1)(=[O:17])=[O:16], predict the reactants needed to synthesize it. The reactants are: [NH2:1][OH:2].O.[CH3:4][CH:5]([NH:7][C:8]([C:10]1[S:14][C:13]([S:15](Cl)(=[O:17])=[O:16])=[CH:12][CH:11]=1)=[O:9])[CH3:6].S(Cl)(Cl)(=O)=O. (7) Given the product [Br:1][C:2]1[CH:3]=[C:4]([C:8]2[CH:9]=[C:10]([NH:13][C:14](=[O:20])[CH2:15][CH2:16][CH2:17][CH2:18][N:27]3[CH2:32][CH2:31][CH2:30][CH2:29][CH2:28]3)[NH:11][N:12]=2)[CH:5]=[CH:6][CH:7]=1, predict the reactants needed to synthesize it. The reactants are: [Br:1][C:2]1[CH:3]=[C:4]([C:8]2[CH:9]=[C:10]([NH:13][C:14](=[O:20])[CH2:15][CH2:16][CH2:17][CH2:18]Br)[NH:11][N:12]=2)[CH:5]=[CH:6][CH:7]=1.C([O-])([O-])=O.[Na+].[Na+].[NH:27]1[CH2:32][CH2:31][CH2:30][CH2:29][CH2:28]1.[Na+].[I-]. (8) Given the product [CH3:28][S:29]([C:32]1[CH:37]=[C:36]([C:2]2[CH:7]=[C:6]([C:8]3[N:13]=[C:12]([C:14]([F:17])([F:16])[F:15])[CH:11]=[C:10]([C:18]4[CH:23]=[CH:22][C:21]([C:24]([F:27])([F:26])[F:25])=[CH:20][CH:19]=4)[N:9]=3)[CH:5]=[CH:4][N:3]=2)[CH:35]=[CH:34][CH:33]=1)(=[O:31])=[O:30], predict the reactants needed to synthesize it. The reactants are: Cl[C:2]1[CH:7]=[C:6]([C:8]2[N:13]=[C:12]([C:14]([F:17])([F:16])[F:15])[CH:11]=[C:10]([C:18]3[CH:23]=[CH:22][C:21]([C:24]([F:27])([F:26])[F:25])=[CH:20][CH:19]=3)[N:9]=2)[CH:5]=[CH:4][N:3]=1.[CH3:28][S:29]([C:32]1[CH:33]=[C:34](B(O)O)[CH:35]=[CH:36][CH:37]=1)(=[O:31])=[O:30]. (9) Given the product [CH3:46][O:45][C:43](=[O:44])[CH2:42][O:26][C:23]1[CH:24]=[C:25]2[C:20]([C:19]([C:27](=[O:28])[NH2:29])=[CH:18][N:17]2[CH2:16][C:15]([N:10]2[CH2:11][C@H:12]([F:14])[CH2:13][C@H:9]2[C:7](=[O:8])[NH:6][CH2:5][C:4]2[CH:31]=[CH:32][CH:33]=[C:2]([Cl:1])[C:3]=2[F:34])=[O:30])=[CH:21][CH:22]=1, predict the reactants needed to synthesize it. The reactants are: [Cl:1][C:2]1[C:3]([F:34])=[C:4]([CH:31]=[CH:32][CH:33]=1)[CH2:5][NH:6][C:7]([C@@H:9]1[CH2:13][C@@H:12]([F:14])[CH2:11][N:10]1[C:15](=[O:30])[CH2:16][N:17]1[C:25]2[C:20](=[CH:21][CH:22]=[C:23]([OH:26])[CH:24]=2)[C:19]([C:27]([NH2:29])=[O:28])=[CH:18]1)=[O:8].C([O-])([O-])=O.[Cs+].[Cs+].Br[CH2:42][C:43]([O:45][CH3:46])=[O:44].